This data is from Forward reaction prediction with 1.9M reactions from USPTO patents (1976-2016). The task is: Predict the product of the given reaction. (1) Given the reactants [CH2:1]([C:3]1[C:8]([OH:9])=[CH:7][CH:6]=[CH:5][N:4]=1)[CH3:2].[H-].[Na+].Br[C:13]1[CH:14]=[C:15]([N+]([O-])=O)[C:16]([C:19]#[N:20])=[N:17][CH:18]=1.[NH:24]1[CH:29]=[CH:28][CH:27]=[CH:26][C:25]1=[S:30], predict the reaction product. The product is: [CH2:1]([C:3]1[C:8]([O:9][C:15]2[C:16]([C:19]#[N:20])=[N:17][CH:18]=[C:13]([S:30][C:25]3[CH:26]=[CH:27][CH:28]=[CH:29][N:24]=3)[CH:14]=2)=[CH:7][CH:6]=[CH:5][N:4]=1)[CH3:2]. (2) Given the reactants Cl[C:2]1N=C(Cl)C=C[C:3]=1C(N)=O.CC1(C)C(C)(C)OB(C2CCN(C(OC(C)(C)C)=O)CC=2)O1.[CH3:34][N:35]1[CH2:40][CH2:39][CH:38]([O:41][C:42]2[CH:48]=[CH:47][C:45]([NH2:46])=[CH:44][CH:43]=2)[CH2:37][CH2:36]1.C(O)(=O)C=C.[C:54]([C:57]1[CH:58]=[CH:59][C:60]([C:77]2[CH2:82][CH2:81][N:80]([C:83]([O:85]C(C)(C)C)=O)[CH2:79][CH:78]=2)=[N:61][C:62]=1NC1C=CC(CCN2CCCC2)=CC=1)(=[O:56])[NH2:55].O(C1C=C(C=CC=1)OC1N=CC(C2CCNCC2)=CC=1C(N)=O)C1C=CC=CC=1, predict the reaction product. The product is: [C:83]([N:80]1[CH2:79][CH:78]=[C:77]([C:60]2[CH:59]=[CH:58][C:57]([C:54]([NH2:55])=[O:56])=[C:62]([NH:46][C:45]3[CH:47]=[CH:48][C:42]([O:41][CH:38]4[CH2:37][CH2:36][N:35]([CH3:34])[CH2:40][CH2:39]4)=[CH:43][CH:44]=3)[N:61]=2)[CH2:82][CH2:81]1)(=[O:85])[CH:2]=[CH2:3]. (3) Given the reactants [Br:1][C:2]1[C:11]2[C:6]3=[C:7]([C:12]([O:14][C:15](=[O:16])[C:5]3=[CH:4][CH:3]=1)=O)[CH:8]=[CH:9][CH:10]=2.[CH:17]([C:20]1[CH:26]=[CH:25][CH:24]=[C:23]([CH:27]([CH3:29])[CH3:28])[C:21]=1[NH2:22])([CH3:19])[CH3:18], predict the reaction product. The product is: [Br:1][C:2]1[C:11]2[C:6]3=[C:7]([C:12](=[O:14])[N:22]([C:21]4[C:23]([CH:27]([CH3:28])[CH3:29])=[CH:24][CH:25]=[CH:26][C:20]=4[CH:17]([CH3:19])[CH3:18])[C:15](=[O:16])[C:5]3=[CH:4][CH:3]=1)[CH:8]=[CH:9][CH:10]=2. (4) Given the reactants [CH3:1][O:2][C:3]1[CH:4]=[C:5]2[C:10](=[CH:11][C:12]=1[O:13][CH3:14])[N:9]=[CH:8][N:7]=[C:6]2[O:15][C:16]1[CH:22]=[CH:21][C:19]([NH2:20])=[CH:18][CH:17]=1.C(N(CC)CC)C.ClC(Cl)(O[C:34](=[O:40])OC(Cl)(Cl)Cl)Cl.[N:42]1([CH2:47][CH2:48][NH2:49])[CH2:46][CH2:45][CH2:44][CH2:43]1, predict the reaction product. The product is: [CH3:1][O:2][C:3]1[CH:4]=[C:5]2[C:10](=[CH:11][C:12]=1[O:13][CH3:14])[N:9]=[CH:8][N:7]=[C:6]2[O:15][C:16]1[CH:22]=[CH:21][C:19]([NH:20][C:34]([NH:49][CH2:48][CH2:47][N:42]2[CH2:46][CH2:45][CH2:44][CH2:43]2)=[O:40])=[CH:18][CH:17]=1. (5) Given the reactants [Cl:1][C:2]1[CH:8]=[CH:7][C:5]([NH2:6])=[CH:4][C:3]=1[O:9][CH2:10][C:11]1[CH:16]=[CH:15][CH:14]=[CH:13][N:12]=1.C(N(C(C)C)CC)(C)C.[C:26](OC(=O)C)(=[O:28])[CH3:27], predict the reaction product. The product is: [Cl:1][C:2]1[CH:8]=[CH:7][C:5]([NH:6][C:26](=[O:28])[CH3:27])=[CH:4][C:3]=1[O:9][CH2:10][C:11]1[CH:16]=[CH:15][CH:14]=[CH:13][N:12]=1. (6) The product is: [Cl:14][C:15]1[C:16]([CH:24]=[O:25])=[N:17][CH:18]=[C:19]([Cl:21])[CH:20]=1. Given the reactants C([Li])CCC.N12CCN(CC1)CC2.[Cl:14][C:15]1[CH:16]=[N:17][CH:18]=[C:19]([Cl:21])[CH:20]=1.CN(C)[CH:24]=[O:25], predict the reaction product. (7) Given the reactants Br[C:2]1[CH:35]=[CH:34][C:5]([CH2:6][C:7]2[N:8]([C:20]3[CH:25]=[CH:24][C:23]([N:26]4[S:30](=[O:32])(=[O:31])[NH:29][C:28](=[O:33])[CH2:27]4)=[CH:22][CH:21]=3)[CH:9]=[C:10]([C:12]3[CH:17]=[CH:16][C:15]([Cl:18])=[CH:14][C:13]=3[Cl:19])[N:11]=2)=[CH:4][CH:3]=1.[CH:36]1([C:41]2[CH:46]=[CH:45][C:44](B(O)O)=[CH:43][CH:42]=2)[CH2:40][CH2:39][CH2:38][CH2:37]1, predict the reaction product. The product is: [CH:36]1([C:41]2[CH:42]=[CH:43][C:44]([C:2]3[CH:3]=[CH:4][C:5]([CH2:6][C:7]4[N:8]([C:20]5[CH:21]=[CH:22][C:23]([N:26]6[S:30](=[O:31])(=[O:32])[NH:29][C:28](=[O:33])[CH2:27]6)=[CH:24][CH:25]=5)[CH:9]=[C:10]([C:12]5[CH:17]=[CH:16][C:15]([Cl:18])=[CH:14][C:13]=5[Cl:19])[N:11]=4)=[CH:34][CH:35]=3)=[CH:45][CH:46]=2)[CH2:37][CH2:38][CH2:39][CH2:40]1. (8) Given the reactants Br[C:2]1[C:10]2[N:9]3[CH2:11][CH2:12][NH:13][C:14](=[O:15])[C:8]3=[C:7]([CH3:16])[C:6]=2[CH:5]=[C:4]([Cl:17])[CH:3]=1.[F:18][C:19]1[C:24]([F:25])=[C:23]([F:26])[CH:22]=[CH:21][C:20]=1B(O)O, predict the reaction product. The product is: [Cl:17][C:4]1[CH:3]=[C:2]([C:22]2[CH:21]=[CH:20][C:19]([F:18])=[C:24]([F:25])[C:23]=2[F:26])[C:10]2[N:9]3[CH2:11][CH2:12][NH:13][C:14](=[O:15])[C:8]3=[C:7]([CH3:16])[C:6]=2[CH:5]=1. (9) Given the reactants [F:1][CH:2]([F:12])[O:3][C:4]1[CH:11]=[CH:10][CH:9]=[CH:8][C:5]=1[CH2:6][NH2:7].[Br:13][C:14]1[CH:19]=[CH:18][C:17]([N+:20]([O-:22])=[O:21])=[C:16](F)[CH:15]=1.C(=O)([O-])[O-].[K+].[K+], predict the reaction product. The product is: [Br:13][C:14]1[CH:15]=[CH:16][C:17]([N+:20]([O-:22])=[O:21])=[C:18]([CH:19]=1)[NH:7][CH2:6][C:5]1[CH:8]=[CH:9][CH:10]=[CH:11][C:4]=1[O:3][CH:2]([F:12])[F:1].